Predict the reaction yield, written as a fraction of the theoretical maximum amount of product (1.0 means a 100% yield; for example, 0.34 means a 34% yield). From a dataset of Reaction yield outcomes from USPTO patents with 853,638 reactions. (1) The product is [Cl:35][C:36]1[CH:48]=[CH:47][CH:46]=[CH:45][C:37]=1[CH2:38][N:39]1[CH2:43][CH2:42][CH:41]([NH:44][C:24]([NH:20][C:19]2[CH:21]=[CH:22][C:16]([O:15][C:6]3[C:5]4[C:10](=[CH:11][C:12]([O:13][CH3:14])=[C:3]([O:2][CH3:1])[CH:4]=4)[N:9]=[CH:8][N:7]=3)=[CH:17][CH:18]=2)=[O:26])[CH2:40]1. The reactants are [CH3:1][O:2][C:3]1[CH:4]=[C:5]2[C:10](=[CH:11][C:12]=1[O:13][CH3:14])[N:9]=[CH:8][N:7]=[C:6]2[O:15][C:16]1[CH:22]=[CH:21][C:19]([NH2:20])=[CH:18][CH:17]=1.Cl[C:24](Cl)([O:26]C(=O)OC(Cl)(Cl)Cl)Cl.[Cl:35][C:36]1[CH:48]=[CH:47][CH:46]=[CH:45][C:37]=1[CH2:38][N:39]1[CH2:43][CH2:42][CH:41]([NH2:44])[CH2:40]1.C(=O)([O-])O.[Na+]. The catalyst is C(N(CC)CC)C.C(Cl)(Cl)Cl. The yield is 0.610. (2) The reactants are [B:10]1([B:10]2[O:14][C:13]([CH3:16])([CH3:15])[C:12]([CH3:18])([CH3:17])[O:11]2)[O:14][C:13]([CH3:16])([CH3:15])[C:12]([CH3:18])([CH3:17])[O:11]1.Br[C:20]1[CH:21]=[C:22]([N:26]([CH3:37])[C:27]([NH:29][CH2:30][CH2:31][CH2:32][CH2:33][CH2:34][CH2:35][CH3:36])=[O:28])[CH:23]=[CH:24][CH:25]=1.C([O-])(=O)C.[K+].O. The catalyst is CN(C)C=O. The product is [CH2:30]([NH:29][C:27](=[O:28])[N:26]([CH3:37])[C:22]1[CH:21]=[CH:20][CH:25]=[C:24]([B:10]2[O:11][C:12]([CH3:17])([CH3:18])[C:13]([CH3:15])([CH3:16])[O:14]2)[CH:23]=1)[CH2:31][CH2:32][CH2:33][CH2:34][CH2:35][CH3:36]. The yield is 0.640. (3) The reactants are Cl.[NH2:2][C@@:3]([CH3:9])([CH2:6][CH2:7][CH3:8])[CH2:4][OH:5].[F:10][C:11]([F:33])([CH2:26][C:27]1[CH:32]=[CH:31][CH:30]=[CH:29][CH:28]=1)[CH2:12][C@H:13]([NH:17][C:18]([N:20]1[CH2:25][CH2:24][O:23][CH2:22][CH2:21]1)=[O:19])[C:14](O)=[O:15].CCN=C=NCCCN(C)C.C1C=CC2N(O)N=NC=2C=1.C(N(C(C)C)CC)(C)C. The catalyst is CN(C=O)C.C(OCC)(=O)C. The product is [F:33][C:11]([F:10])([CH2:26][C:27]1[CH:32]=[CH:31][CH:30]=[CH:29][CH:28]=1)[CH2:12][C@H:13]([NH:17][C:18]([N:20]1[CH2:21][CH2:22][O:23][CH2:24][CH2:25]1)=[O:19])[C:14](=[O:15])[NH:2][C@@:3]([CH2:4][OH:5])([CH3:9])[CH2:6][CH2:7][CH3:8]. The yield is 0.750.